From a dataset of Forward reaction prediction with 1.9M reactions from USPTO patents (1976-2016). Predict the product of the given reaction. (1) Given the reactants [O-:1]O.[C:3]1([CH:9]([CH3:11])[CH3:10])[CH:8]=[CH:7][CH:6]=[CH:5][CH:4]=1.[H][H], predict the reaction product. The product is: [C:3]1([C:9]([OH:1])([CH3:11])[CH3:10])[CH:8]=[CH:7][CH:6]=[CH:5][CH:4]=1. (2) Given the reactants [N:1]1[NH:2][N:3]=[N:4][C:5]=1[C:6]1[CH:7]=[N:8][C:9]([N:12]2[CH2:17][CH2:16][N:15]([C:18]([O:20][C:21]([CH3:24])([CH3:23])[CH3:22])=[O:19])[CH2:14][CH2:13]2)=[N:10][CH:11]=1.Br[CH2:26][C:27]([O:29][CH2:30][CH3:31])=[O:28].C(N(CC)CC)C, predict the reaction product. The product is: [CH2:30]([O:29][C:27](=[O:28])[CH2:26][N:3]1[N:2]=[N:1][C:5]([C:6]2[CH:7]=[N:8][C:9]([N:12]3[CH2:13][CH2:14][N:15]([C:18]([O:20][C:21]([CH3:24])([CH3:23])[CH3:22])=[O:19])[CH2:16][CH2:17]3)=[N:10][CH:11]=2)=[N:4]1)[CH3:31]. (3) Given the reactants [F:1][C:2]1([F:30])[CH2:5][N:4]([C:6]2([C:24]3[CH:29]=[CH:28][CH:27]=[CH:26][CH:25]=3)[CH2:23][CH2:22][C:9]3([CH2:14][CH2:13][N:12](C(OC(C)(C)C)=O)[CH2:11][CH2:10]3)[CH2:8][CH2:7]2)[CH2:3]1.C(O)(C(F)(F)F)=O, predict the reaction product. The product is: [F:30][C:2]1([F:1])[CH2:5][N:4]([C:6]2([C:24]3[CH:25]=[CH:26][CH:27]=[CH:28][CH:29]=3)[CH2:7][CH2:8][C:9]3([CH2:10][CH2:11][NH:12][CH2:13][CH2:14]3)[CH2:22][CH2:23]2)[CH2:3]1. (4) Given the reactants [Br:1][C:2]1[CH:3]=[CH:4][C:5]2[O:9][C:8]([CH:10]3[CH2:15][CH2:14][NH:13][CH2:12][CH2:11]3)=[N:7][C:6]=2[CH:16]=1.[C:17](O[C:17]([O:19][C:20]([CH3:23])([CH3:22])[CH3:21])=[O:18])([O:19][C:20]([CH3:23])([CH3:22])[CH3:21])=[O:18], predict the reaction product. The product is: [Br:1][C:2]1[CH:3]=[CH:4][C:5]2[O:9][C:8]([CH:10]3[CH2:11][CH2:12][N:13]([C:17]([O:19][C:20]([CH3:23])([CH3:22])[CH3:21])=[O:18])[CH2:14][CH2:15]3)=[N:7][C:6]=2[CH:16]=1. (5) Given the reactants C(O[CH:4]1[CH2:8][CH:7]2[C:9](=[O:13])[CH2:10][CH2:11]C[CH:6]2[O:5]1)C.C1(P(C2C=CC=CC=2)C2C=CC=CC=2)C=CC=CC=1.CC[O:35]C(/N=N/C(OCC)=O)=O.C1(P([N:59]=[N+:60]=[N-:61])(C2C=CC=CC=2)=O)C=CC=CC=1, predict the reaction product. The product is: [N:59]([C@@H:8]1[C@@H:7]2[C@@H:6]([O:35][CH2:11][CH2:10][C@@H:9]2[OH:13])[O:5][CH2:4]1)=[N+:60]=[N-:61]. (6) Given the reactants [F:1][C:2]([F:40])([F:39])[C:3]1[CH:4]=[C:5]([CH:13]([OH:38])[CH2:14][NH:15][CH2:16][C:17]2[CH:22]=[C:21]([C:23]([F:26])([F:25])[F:24])[CH:20]=[CH:19][C:18]=2[C:27]2[CH:32]=[C:31]([CH:33]([CH3:35])[CH3:34])[CH:30]=[CH:29][C:28]=2[O:36][CH3:37])[CH:6]=[C:7]([C:9]([F:12])([F:11])[F:10])[CH:8]=1.[O:41](C(OC(C)(C)C)=O)[C:42]([O:44][C:45]([CH3:48])([CH3:47])[CH3:46])=O.CCN(C(C)C)C(C)C, predict the reaction product. The product is: [C:45]([O:44][C:42](=[O:41])[N:15]([CH2:14][CH:13]([C:5]1[CH:4]=[C:3]([C:2]([F:39])([F:40])[F:1])[CH:8]=[C:7]([C:9]([F:11])([F:10])[F:12])[CH:6]=1)[OH:38])[CH2:16][C:17]1[CH:22]=[C:21]([C:23]([F:24])([F:25])[F:26])[CH:20]=[CH:19][C:18]=1[C:27]1[CH:32]=[C:31]([CH:33]([CH3:35])[CH3:34])[CH:30]=[CH:29][C:28]=1[O:36][CH3:37])([CH3:48])([CH3:47])[CH3:46]. (7) Given the reactants [F:1][C:2]1[CH:7]=[CH:6][C:5]([C:8]2[O:9][C:10]([C:13]3[C:14]([C:19]4[CH:24]=[CH:23][CH:22]=[CH:21][CH:20]=4)=[N:15][O:16][C:17]=3[CH3:18])=[N:11][N:12]=2)=[C:4]([O:25][CH3:26])[CH:3]=1.[CH3:27][Si](C)(C)N[Si](C)(C)C.[K].IC.[Cl-].[NH4+], predict the reaction product. The product is: [CH2:18]([C:17]1[O:16][N:15]=[C:14]([C:19]2[CH:24]=[CH:23][CH:22]=[CH:21][CH:20]=2)[C:13]=1[C:10]1[O:9][C:8]([C:5]2[CH:6]=[CH:7][C:2]([F:1])=[CH:3][C:4]=2[O:25][CH3:26])=[N:12][N:11]=1)[CH3:27]. (8) Given the reactants [Cl:1][C:2]1[S:6][C:5]([C:7]([O:9][CH2:10][CH3:11])=[O:8])=[CH:4][CH:3]=1.S(=O)(=O)(O)O.[N+:17]([O-])([OH:19])=[O:18], predict the reaction product. The product is: [Cl:1][C:2]1[S:6][C:5]([C:7]([O:9][CH2:10][CH3:11])=[O:8])=[CH:4][C:3]=1[N+:17]([O-:19])=[O:18]. (9) Given the reactants [NH2:1][N:2]1[C:7]([CH3:8])=[CH:6][CH:5]=[C:4](C)[C:3]1=[NH2+:10].CC1C=C(C)C=C(C)C=1S([O-])(=O)=O.C([N:26](CC)CC)C.[CH3:31][O:32][C:33]1[CH:42]=[C:41]2[C:36]([CH:37]=[CH:38][C:39]([CH2:43][CH2:44][CH:45]=O)=[N:40]2)=[CH:35][CH:34]=1, predict the reaction product. The product is: [CH3:8][C:7]1[N:2]2[N:1]=[C:45]([CH2:44][CH2:43][C:39]3[CH:38]=[CH:37][C:36]4[C:41](=[CH:42][C:33]([O:32][CH3:31])=[CH:34][CH:35]=4)[N:40]=3)[N:10]=[C:3]2[C:4]([CH3:5])=[N:26][CH:6]=1.